Regression/Classification. Given a drug SMILES string, predict its absorption, distribution, metabolism, or excretion properties. Task type varies by dataset: regression for continuous measurements (e.g., permeability, clearance, half-life) or binary classification for categorical outcomes (e.g., BBB penetration, CYP inhibition). Dataset: cyp1a2_veith. From a dataset of CYP1A2 inhibition data for predicting drug metabolism from PubChem BioAssay. (1) The molecule is Nc1ncnc2c1ncn2[C@@H]1O[C@@H](CO)[C@H](O)[C@@H]1O. The result is 0 (non-inhibitor). (2) The drug is N#C/C(=C\c1cc([N+](=O)[O-])c(N2CCCCC2)cc1N1CCCCC1)c1nn(-c2ccccc2)c(N)c1C#N. The result is 0 (non-inhibitor).